Dataset: Forward reaction prediction with 1.9M reactions from USPTO patents (1976-2016). Task: Predict the product of the given reaction. (1) Given the reactants Cl[C:2]1[N:7]=[CH:6][C:5]([C:8]2[O:12][C:11]([NH:13][CH:14]3[CH2:19][CH2:18][N:17]([C:20]([O:22][C:23]([CH3:26])([CH3:25])[CH3:24])=[O:21])[CH2:16][CH2:15]3)=[N:10][N:9]=2)=[C:4]([NH:27][CH:28]([CH3:30])[CH3:29])[CH:3]=1.[NH2:31][C:32]1[CH:40]=[CH:39][C:35]2[N:36]=[CH:37][S:38][C:34]=2[CH:33]=1.CC1(C)C2C(=C(P(C3C=CC=CC=3)C3C=CC=CC=3)C=CC=2)OC2C(P(C3C=CC=CC=3)C3C=CC=CC=3)=CC=CC1=2.C([O-])([O-])=O.[Na+].[Na+], predict the reaction product. The product is: [S:38]1[C:34]2[CH:33]=[C:32]([NH:31][C:2]3[N:7]=[CH:6][C:5]([C:8]4[O:12][C:11]([NH:13][CH:14]5[CH2:19][CH2:18][N:17]([C:20]([O:22][C:23]([CH3:26])([CH3:25])[CH3:24])=[O:21])[CH2:16][CH2:15]5)=[N:10][N:9]=4)=[C:4]([NH:27][CH:28]([CH3:30])[CH3:29])[CH:3]=3)[CH:40]=[CH:39][C:35]=2[N:36]=[CH:37]1. (2) Given the reactants [Cl:1][C:2]1[N:11]=[CH:10][C:9]2[N:8]([CH2:12][C:13]([OH:15])=O)[CH2:7][C@@H:6]3[CH2:16][O:17][CH2:18][CH2:19][N:5]3[C:4]=2[N:3]=1.CN(C(ON1N=NC2C=CC=NC1=2)=[N+](C)C)C.F[P-](F)(F)(F)(F)F.[O:44]1[CH2:48][CH2:47][CH:46]([NH2:49])[CH2:45]1.C(N(CC)CC)C, predict the reaction product. The product is: [Cl:1][C:2]1[N:11]=[CH:10][C:9]2[N:8]([CH2:12][C:13]([NH:49][CH:46]3[CH2:47][CH2:48][O:44][CH2:45]3)=[O:15])[CH2:7][C@@H:6]3[CH2:16][O:17][CH2:18][CH2:19][N:5]3[C:4]=2[N:3]=1. (3) Given the reactants [F:1][C:2]([F:28])([CH2:6][NH:7][C:8]1[N:13]=[C:12]([NH:14][C:15]2[N:20]=[CH:19][C:18]3[N:21]=[C:22]([CH3:27])[N:23]([CH:24]([CH3:26])[CH3:25])[C:17]=3[CH:16]=2)[CH:11]=[CH:10][N:9]=1)[C:3](O)=[O:4].[Cl-].[NH4+].F[P-](F)(F)(F)(F)F.[N:38]1(OC(N(C)C)=[N+](C)C)C2N=CC=CC=2N=N1.C(N(CC)C(C)C)(C)C, predict the reaction product. The product is: [F:28][C:2]([F:1])([CH2:6][NH:7][C:8]1[N:13]=[C:12]([NH:14][C:15]2[N:20]=[CH:19][C:18]3[N:21]=[C:22]([CH3:27])[N:23]([CH:24]([CH3:25])[CH3:26])[C:17]=3[CH:16]=2)[CH:11]=[CH:10][N:9]=1)[C:3]([NH2:38])=[O:4]. (4) Given the reactants [CH3:1][CH:2]([S:11][C:12]#[N:13])[C:3](=O)[C:4]1[CH:9]=[CH:8][CH:7]=[CH:6][CH:5]=1.O.[BrH:15].C(O)(=O)C, predict the reaction product. The product is: [Br:15][C:12]1[S:11][C:2]([CH3:1])=[C:3]([C:4]2[CH:9]=[CH:8][CH:7]=[CH:6][CH:5]=2)[N:13]=1. (5) Given the reactants C[O:2][C:3]1[C:11]2[N:10]=[N:9][N:8]([C:12]3[CH:17]=[CH:16][N:15]=[C:14]([S:18][CH3:19])[N:13]=3)[C:7]=2[CH:6]=[CH:5][CH:4]=1.C(Cl)Cl.B(Br)(Br)Br, predict the reaction product. The product is: [CH3:19][S:18][C:14]1[N:13]=[C:12]([N:8]2[C:7]3[CH:6]=[CH:5][CH:4]=[C:3]([OH:2])[C:11]=3[N:10]=[N:9]2)[CH:17]=[CH:16][N:15]=1. (6) Given the reactants [C:1](=[O:4])([O-])[O-:2].[Cs+].[Cs+].[CH2:7](Br)[C:8]1[CH:13]=[CH:12][CH:11]=[CH:10][CH:9]=1.[CH3:15][OH:16], predict the reaction product. The product is: [CH3:7][C:8]1[CH2:13][CH2:12][CH2:11][C:15](=[O:16])[C:9]=1[CH2:10][C:1]([O:2][CH2:7][C:8]1[CH:13]=[CH:12][CH:11]=[CH:10][CH:9]=1)=[O:4].